This data is from HIV replication inhibition screening data with 41,000+ compounds from the AIDS Antiviral Screen. The task is: Binary Classification. Given a drug SMILES string, predict its activity (active/inactive) in a high-throughput screening assay against a specified biological target. (1) The compound is COc1cc(C=C2CCOC2=O)ccc1OCc1ccccc1. The result is 0 (inactive). (2) The compound is c1cc(-c2ncc(-c3ccc4c(c3)CCCO4)o2)ccn1. The result is 0 (inactive). (3) The drug is NC(=O)CCC(CCC(N)=O)(CCC(N)=O)[N+](=O)[O-]. The result is 0 (inactive). (4) The molecule is O=C(O)c1csc(C(=O)O)c1. The result is 1 (active). (5) The molecule is CN(C)C1C(O)=C(C(N)=O)C(=O)C2(O)C(O)=C3C(=O)c4c(O)ccc(Cl)c4C(C)(O)C3CC12. The result is 0 (inactive). (6) The molecule is CCC1CN(C(=O)c2ccccc2)C(Cc2c[nH]c3ccccc23)C(=O)C1CC(=O)OC. The result is 0 (inactive).